Dataset: Catalyst prediction with 721,799 reactions and 888 catalyst types from USPTO. Task: Predict which catalyst facilitates the given reaction. (1) Reactant: [Cl:1][CH2:2][CH2:3][N:4]([CH2:14][CH2:15]Cl)[CH2:5][CH2:6][O:7][C:8]1[CH:13]=[CH:12][CH:11]=[CH:10][CH:9]=1.[CH3:17][O:18][C:19]1[CH:20]=[C:21]([CH2:27][CH2:28][NH2:29])[CH:22]=[CH:23][C:24]=1[O:25][CH3:26].C(=O)([O-])[O-].[K+].[K+].[I-].[Na+]. Product: [ClH:1].[ClH:1].[CH3:17][O:18][C:19]1[CH:20]=[C:21]([CH:22]=[CH:23][C:24]=1[O:25][CH3:26])[CH2:27][CH2:28][N:29]1[CH2:15][CH2:14][N:4]([CH2:5][CH2:6][O:7][C:8]2[CH:13]=[CH:12][CH:11]=[CH:10][CH:9]=2)[CH2:3][CH2:2]1. The catalyst class is: 3. (2) Reactant: O[CH2:2][C:3]1([C:6]#[N:7])[CH2:5][CH2:4]1.[C:8]1(=[O:18])[NH:12][C:11](=[O:13])[C:10]2=[CH:14][CH:15]=[CH:16][CH:17]=[C:9]12.C1(P(C2C=CC=CC=2)C2C=CC=CC=2)C=CC=CC=1.CCOC(/N=N/C(OCC)=O)=O. Product: [O:13]=[C:11]1[C:10]2[C:9](=[CH:17][CH:16]=[CH:15][CH:14]=2)[C:8](=[O:18])[N:12]1[CH2:2][C:3]1([C:6]#[N:7])[CH2:5][CH2:4]1. The catalyst class is: 1. (3) Reactant: [CH3:1][C:2]1[CH2:3][C:4]2[C:9]([CH:10]=1)=[CH:8][CH:7]=[CH:6][CH:5]=2.[CH2:11]([Li])[CH2:12][CH2:13][CH3:14].[Cl-:16].[Cl-].[Cl-].[Cl-].[Zr+4:20].[CH3:21][CH2:22][CH2:23][CH2:24][CH2:25][CH3:26]. The catalyst class is: 4. Product: [Cl-:16].[Cl-:16].[CH3:14][C:13]1[CH:21]([Zr+2:20][CH:3]2[C:4]3[C:9](=[CH:8][CH:7]=[CH:6][CH:5]=3)[CH:10]=[C:2]2[CH3:1])[C:22]2[C:11]([CH:12]=1)=[CH:26][CH:25]=[CH:24][CH:23]=2.